Dataset: Full USPTO retrosynthesis dataset with 1.9M reactions from patents (1976-2016). Task: Predict the reactants needed to synthesize the given product. (1) The reactants are: Br[CH2:2][C:3]1[C:13]([Cl:14])=[N:12][CH:11]=[CH:10][C:4]=1[C:5]([O:7]CC)=O.Cl.[CH3:16][C:17]1[CH:18]=[C:19]([CH2:29][NH2:30])[CH:20]=[N:21][C:22]=1[O:23][CH2:24][C:25]([F:28])([F:27])[F:26]. Given the product [Cl:14][C:13]1[C:3]2[CH2:2][N:30]([CH2:29][C:19]3[CH:20]=[N:21][C:22]([O:23][CH2:24][C:25]([F:28])([F:26])[F:27])=[C:17]([CH3:16])[CH:18]=3)[C:5](=[O:7])[C:4]=2[CH:10]=[CH:11][N:12]=1, predict the reactants needed to synthesize it. (2) Given the product [F:1][C:2]1[CH:3]=[C:4]([C:8]2[C@:9]3([CH2:25][CH2:24][C@H:23]4[C@@H:14]([CH2:15][CH2:16][C:17]5[CH:18]=[C:19]([C:26]([NH:29][CH2:30][C:31]([CH3:33])([NH:34][S:35]([CH3:38])(=[O:37])=[O:36])[CH3:32])=[O:27])[CH:20]=[CH:21][C:22]=54)[C@@H:11]3[CH2:12][CH:13]=2)[CH3:10])[CH:5]=[N:6][CH:7]=1, predict the reactants needed to synthesize it. The reactants are: [F:1][C:2]1[CH:3]=[C:4]([C:8]2[C@:9]3([CH2:25][CH2:24][C@H:23]4[C@@H:14]([CH2:15][CH2:16][C:17]5[CH:18]=[C:19]([C:26](O)=[O:27])[CH:20]=[CH:21][C:22]=54)[C@@H:11]3[CH2:12][CH:13]=2)[CH3:10])[CH:5]=[N:6][CH:7]=1.[NH2:29][CH2:30][C:31]([NH:34][S:35]([CH3:38])(=[O:37])=[O:36])([CH3:33])[CH3:32]. (3) Given the product [F:14][C:15]1[CH:16]=[CH:17][C:18]([C:21]2[N:22]=[C:23]3[N:27]([C:28]=2/[CH:29]=[CH:2]/[C:1]([C:4]2[CH:13]=[CH:12][C:11]4[C:6](=[CH:7][CH:8]=[CH:9][CH:10]=4)[CH:5]=2)=[O:3])[CH:26]=[CH:25][S:24]3)=[CH:19][CH:20]=1, predict the reactants needed to synthesize it. The reactants are: [C:1]([C:4]1[CH:13]=[CH:12][C:11]2[C:6](=[CH:7][CH:8]=[CH:9][CH:10]=2)[CH:5]=1)(=[O:3])[CH3:2].[F:14][C:15]1[CH:20]=[CH:19][C:18]([C:21]2[N:22]=[C:23]3[N:27]([C:28]=2[CH:29]=O)[CH:26]=[CH:25][S:24]3)=[CH:17][CH:16]=1.[OH-].[Na+]. (4) Given the product [C:14]([O:18][C:19](=[O:34])[NH:20][C:21]1[CH:22]=[C:23]2[C:28](=[CH:29][CH:30]=1)[N:27]([C:6](=[O:11])[C:7]([F:8])([F:9])[F:10])[C:26]([CH3:32])([CH3:31])[CH:25]=[C:24]2[CH3:33])([CH3:17])([CH3:15])[CH3:16], predict the reactants needed to synthesize it. The reactants are: [F:8][C:7]([F:10])([F:9])[C:6](O[C:6](=[O:11])[C:7]([F:10])([F:9])[F:8])=[O:11].[C:14]([O:18][C:19](=[O:34])[NH:20][C:21]1[CH:22]=[C:23]2[C:28](=[CH:29][CH:30]=1)[NH:27][C:26]([CH3:32])([CH3:31])[CH:25]=[C:24]2[CH3:33])([CH3:17])([CH3:16])[CH3:15]. (5) Given the product [N:1](=[CH:28][C:25]1[CH:26]=[C:27]2[C:22](=[CH:23][CH:24]=1)[N:21]=[CH:20][N:19]=[C:18]2[NH:17][C:6]1[CH:7]=[CH:8][C:9]([O:10][C:11]2[CH:12]=[CH:13][CH:14]=[CH:15][CH:16]=2)=[C:4]([CH3:3])[CH:5]=1)[NH2:2], predict the reactants needed to synthesize it. The reactants are: [NH2:1][NH2:2].[CH3:3][C:4]1[CH:5]=[C:6]([NH:17][C:18]2[C:27]3[C:22](=[CH:23][CH:24]=[C:25]([CH:28]=O)[CH:26]=3)[N:21]=[CH:20][N:19]=2)[CH:7]=[CH:8][C:9]=1[O:10][C:11]1[CH:16]=[CH:15][CH:14]=[CH:13][CH:12]=1.C(Cl)Cl. (6) Given the product [NH2:26][C:24]1[N:25]=[CH:4][C:3]2[C:2](=[CH:9][CH:8]=[C:7]([B:10]3[O:14][C:13]([CH3:16])([CH3:15])[C:12]([CH3:18])([CH3:17])[O:11]3)[CH:6]=2)[N:23]=1, predict the reactants needed to synthesize it. The reactants are: F[C:2]1[CH:9]=[CH:8][C:7]([B:10]2[O:14][C:13]([CH3:16])([CH3:15])[C:12]([CH3:18])([CH3:17])[O:11]2)=[CH:6][C:3]=1[CH:4]=O.C(=O)(O)O.[NH2:23][C:24]([NH2:26])=[NH:25].C([O-])([O-])=O.[K+].[K+].C(#N)C.